Dataset: Forward reaction prediction with 1.9M reactions from USPTO patents (1976-2016). Task: Predict the product of the given reaction. (1) Given the reactants [C:1]([O:5][C:6]([N:8]1[CH2:13][CH2:12][CH:11]([CH:14]([N:17]2[CH2:22][CH2:21][CH:20]([C:23]3[C:31]4[C:26](=[CH:27][CH:28]=[CH:29][CH:30]=4)[NH:25][CH:24]=3)[CH2:19][CH2:18]2)[CH2:15]O)[CH2:10][CH2:9]1)=[O:7])([CH3:4])([CH3:3])[CH3:2].CCN(CC)CC.CS(Cl)(=O)=O.[N-:44]=[N+:45]=[N-:46].[Na+], predict the reaction product. The product is: [C:1]([O:5][C:6]([N:8]1[CH2:13][CH2:12][CH:11]([CH:14]([N:17]2[CH2:22][CH2:21][CH:20]([C:23]3[C:31]4[C:26](=[CH:27][CH:28]=[CH:29][CH:30]=4)[NH:25][CH:24]=3)[CH2:19][CH2:18]2)[CH2:15][N:44]=[N+:45]=[N-:46])[CH2:10][CH2:9]1)=[O:7])([CH3:4])([CH3:2])[CH3:3]. (2) Given the reactants [CH:1]1([CH2:4][O:5][C:6]2[CH:7]=[C:8]([CH:12]=[CH:13][C:14]=2[O:15][CH:16]([F:18])[F:17])[C:9]([OH:11])=[O:10])[CH2:3][CH2:2]1.C(Cl)CCl.C1C=CC2N(O)N=NC=2C=1.[CH3:33][O:34][C:35]1[C:40]2[O:41][C:42]3[CH:47]=[CH:46][C:45]([N+:48]([O-:50])=[O:49])=[CH:44][C:43]=3[C:39]=2[C:38]([CH:51](OC(=O)C2C=CC=CC=2)[CH2:52][C:53]2[C:58]([Cl:59])=[CH:57][N:56]=[CH:55][C:54]=2[Cl:60])=[CH:37][CH:36]=1, predict the reaction product. The product is: [Cl:59][C:58]1[CH:57]=[N:56][CH:55]=[C:54]([Cl:60])[C:53]=1[CH2:52][CH:51]([O:10][C:9](=[O:11])[C:8]1[CH:12]=[CH:13][C:14]([O:15][CH:16]([F:17])[F:18])=[C:6]([O:5][CH2:4][CH:1]2[CH2:3][CH2:2]2)[CH:7]=1)[C:38]1[CH:37]=[CH:36][C:35]([O:34][CH3:33])=[C:40]([O:41][C:42]2[CH:47]=[CH:46][C:45]([N+:48]([O-:50])=[O:49])=[CH:44][CH:43]=2)[CH:39]=1. (3) Given the reactants C(OC([NH:8][CH2:9][C@H:10]1[CH2:15][CH2:14][C@H:13]([C:16]([NH:18][C@H:19]([C:49](=[O:62])[NH:50][C:51]2[CH:56]=[CH:55][C:54]([C:57]3[N:58]=[N:59][NH:60][N:61]=3)=[CH:53][CH:52]=2)[CH2:20][C:21]2[CH:26]=[CH:25][C:24]([C:27]3[CH:32]=[CH:31][C:30]([C:33]([NH:35][C@H:36]4[CH2:40][CH2:39][N:38](C(OC(C)(C)C)=O)[CH2:37]4)=[O:34])=[CH:29][C:28]=3[Cl:48])=[CH:23][CH:22]=2)=[O:17])[CH2:12][CH2:11]1)=O)(C)(C)C.Cl, predict the reaction product. The product is: [ClH:48].[NH2:8][CH2:9][C@H:10]1[CH2:15][CH2:14][C@H:13]([C:16]([NH:18][C@H:19]([C:49](=[O:62])[NH:50][C:51]2[CH:52]=[CH:53][C:54]([C:57]3[N:58]=[N:59][NH:60][N:61]=3)=[CH:55][CH:56]=2)[CH2:20][C:21]2[CH:26]=[CH:25][C:24]([C:27]3[CH:32]=[CH:31][C:30]([C:33]([NH:35][C@H:36]4[CH2:40][CH2:39][NH:38][CH2:37]4)=[O:34])=[CH:29][C:28]=3[Cl:48])=[CH:23][CH:22]=2)=[O:17])[CH2:12][CH2:11]1. (4) The product is: [ClH:27].[CH3:26][O:25][C@H:13]1[C@@H:12]([NH:11][C:9](=[O:10])[O:8][CH2:1][C:2]2[CH:7]=[CH:6][CH:5]=[CH:4][CH:3]=2)[CH2:17][CH2:16][NH:15][CH2:14]1. Given the reactants [CH2:1]([O:8][C:9]([NH:11][C@H:12]1[CH2:17][CH2:16][N:15](C(OC(C)(C)C)=O)[CH2:14][C@H:13]1[O:25][CH3:26])=[O:10])[C:2]1[CH:7]=[CH:6][CH:5]=[CH:4][CH:3]=1.[ClH:27].C(OCC)(=O)C, predict the reaction product. (5) The product is: [NH2:1][C:2]1[C:11]2[CH:10]=[CH:9][CH:8]=[C:7]([C:22]3[CH:23]=[CH:24][CH:25]=[C:26]([O:27][CH3:28])[C:21]=3[F:20])[C:6]=2[N:5]=[C:4]2[CH2:13][N:14]([CH:17]3[CH2:19][CH2:18]3)[C:15](=[O:16])[C:3]=12. Given the reactants [NH2:1][C:2]1[C:11]2[CH:10]=[CH:9][CH:8]=[C:7](Br)[C:6]=2[N:5]=[C:4]2[CH2:13][N:14]([CH:17]3[CH2:19][CH2:18]3)[C:15](=[O:16])[C:3]=12.[F:20][C:21]1[C:26]([O:27][CH3:28])=[CH:25][CH:24]=[CH:23][C:22]=1B(O)O, predict the reaction product.